This data is from Reaction yield outcomes from USPTO patents with 853,638 reactions. The task is: Predict the reaction yield, written as a fraction of the theoretical maximum amount of product (1.0 means a 100% yield; for example, 0.34 means a 34% yield). (1) The reactants are Cl.C([O:4][CH2:5][CH2:6][O:7][NH:8][C:9]([C:11]1[C:20]([NH:21][C:22]2[CH:27]=[CH:26][C:25]([Br:28])=[CH:24][C:23]=2[Cl:29])=[C:19]([F:30])[C:14]2[N:15]=[CH:16][N:17]([CH3:18])[C:13]=2[CH:12]=1)=[O:10])=C. The catalyst is C(O)C. The product is [OH:4][CH2:5][CH2:6][O:7][NH:8][C:9]([C:11]1[C:20]([NH:21][C:22]2[CH:27]=[CH:26][C:25]([Br:28])=[CH:24][C:23]=2[Cl:29])=[C:19]([F:30])[C:14]2[N:15]=[CH:16][N:17]([CH3:18])[C:13]=2[CH:12]=1)=[O:10]. The yield is 1.00. (2) The reactants are Br[C:2]1[S:6][C:5]([CH:7]=[O:8])=[C:4]([CH3:9])[CH:3]=1.[C:10]1(B(O)O)[CH:15]=[CH:14][CH:13]=[CH:12][CH:11]=1.C(=O)([O-])[O-].[Na+].[Na+].COCCOC. The catalyst is C1C=CC([P]([Pd]([P](C2C=CC=CC=2)(C2C=CC=CC=2)C2C=CC=CC=2)([P](C2C=CC=CC=2)(C2C=CC=CC=2)C2C=CC=CC=2)[P](C2C=CC=CC=2)(C2C=CC=CC=2)C2C=CC=CC=2)(C2C=CC=CC=2)C2C=CC=CC=2)=CC=1.O. The product is [CH3:9][C:4]1[CH:3]=[C:2]([C:10]2[CH:15]=[CH:14][CH:13]=[CH:12][CH:11]=2)[S:6][C:5]=1[CH:7]=[O:8]. The yield is 0.660.